Dataset: Reaction yield outcomes from USPTO patents with 853,638 reactions. Task: Predict the reaction yield, written as a fraction of the theoretical maximum amount of product (1.0 means a 100% yield; for example, 0.34 means a 34% yield). (1) The reactants are [F:1][C:2]1[CH:3]=[C:4]([C:8]([C:10]2[CH:15]=[CH:14][C:13]([O:16]C)=[CH:12][CH:11]=2)=[O:9])[CH:5]=[CH:6][CH:7]=1.B(Br)(Br)Br.O. The catalyst is C(Cl)Cl. The product is [F:1][C:2]1[CH:3]=[C:4]([C:8]([C:10]2[CH:11]=[CH:12][C:13]([OH:16])=[CH:14][CH:15]=2)=[O:9])[CH:5]=[CH:6][CH:7]=1. The yield is 0.740. (2) The reactants are [NH2:1][C:2]1[CH:3]=[C:4]([CH:21]=[CH:22][CH:23]=1)[O:5][C:6]1[CH:7]=[CH:8][C:9]2[N:10]([CH:12]=[C:13]([NH:15][C:16]([CH:18]3[CH2:20][CH2:19]3)=[O:17])[N:14]=2)[N:11]=1.[F:24][C:25]([F:36])([F:35])[C:26]1[N:31]=[C:30]([C:32](O)=[O:33])[CH:29]=[CH:28][N:27]=1.Cl.CN(C)CCCN=C=NCC.ON1C2C=CC=CC=2N=N1. The catalyst is CN(C)C=O. The product is [CH:18]1([C:16]([NH:15][C:13]2[N:14]=[C:9]3[CH:8]=[CH:7][C:6]([O:5][C:4]4[CH:3]=[C:2]([NH:1][C:32]([C:30]5[CH:29]=[CH:28][N:27]=[C:26]([C:25]([F:36])([F:24])[F:35])[N:31]=5)=[O:33])[CH:23]=[CH:22][CH:21]=4)=[N:11][N:10]3[CH:12]=2)=[O:17])[CH2:20][CH2:19]1. The yield is 0.540.